Task: Predict the product of the given reaction.. Dataset: Forward reaction prediction with 1.9M reactions from USPTO patents (1976-2016) Given the reactants [NH2:1][C:2]1[CH:10]=[C:9]([Cl:11])[CH:8]=[CH:7][C:3]=1[C:4]([OH:6])=[O:5].[F:12][C:13]1[CH:18]=[CH:17][CH:16]=[CH:15][C:14]=1[N:19]=[C:20]=[O:21].C(N(CC)CC)C, predict the reaction product. The product is: [Cl:11][C:9]1[CH:8]=[CH:7][C:3]([C:4]([OH:6])=[O:5])=[C:2]([NH:1][C:20]([NH:19][C:14]2[CH:15]=[CH:16][CH:17]=[CH:18][C:13]=2[F:12])=[O:21])[CH:10]=1.